From a dataset of Reaction yield outcomes from USPTO patents with 853,638 reactions. Predict the reaction yield, written as a fraction of the theoretical maximum amount of product (1.0 means a 100% yield; for example, 0.34 means a 34% yield). (1) The reactants are [C:1]([O:5][C:6](=[O:24])[N:7]([CH2:11][CH2:12][CH2:13][N:14]1[C:18]([NH2:19])=[C:17]([C:20](=[O:22])[NH2:21])[N:16]=[C:15]1Br)[CH:8]([CH3:10])[CH3:9])([CH3:4])([CH3:3])[CH3:2].[Li+].[Br-].[CH3:27][C:28](C)([O-])[CH3:29].[K+].C([N:36]1[C:40]2[CH:41]=[CH:42][CH:43]=[CH:44][C:39]=2[N:38]=[C:37]1[SH:45])(C)C. No catalyst specified. The product is [C:1]([O:5][C:6](=[O:24])[N:7]([CH2:11][CH2:12][CH2:13][N:14]1[C:18]([NH2:19])=[C:17]([C:20](=[O:22])[NH2:21])[N:16]=[C:15]1[SH:45]([CH:28]([CH3:29])[CH3:27])[C:37]1[NH:36][C:40]2[CH:41]=[CH:42][CH:43]=[CH:44][C:39]=2[N:38]=1)[CH:8]([CH3:10])[CH3:9])([CH3:4])([CH3:3])[CH3:2]. The yield is 0.180. (2) The catalyst is C1COCC1. The yield is 0.500. The product is [Cl:35][C:36]1[N:41]=[C:40]([CH2:42][C:16]([C:15]2[CH:21]=[CH:22][C:23]([F:24])=[C:13]([NH:12][S:9]([C:3]3[C:2]([F:1])=[CH:7][CH:6]=[CH:5][C:4]=3[F:8])(=[O:11])=[O:10])[CH:14]=2)=[O:17])[CH:39]=[CH:38][N:37]=1. The reactants are [F:1][C:2]1[CH:7]=[CH:6][CH:5]=[C:4]([F:8])[C:3]=1[S:9]([NH:12][C:13]1[CH:14]=[C:15]([CH:21]=[CH:22][C:23]=1[F:24])[C:16](OCC)=[O:17])(=[O:11])=[O:10].[Li+].C[Si]([N-][Si](C)(C)C)(C)C.[Cl:35][C:36]1[N:41]=[C:40]([CH3:42])[CH:39]=[CH:38][N:37]=1.